From a dataset of Full USPTO retrosynthesis dataset with 1.9M reactions from patents (1976-2016). Predict the reactants needed to synthesize the given product. (1) Given the product [NH2:15][C:16]1[C:25]([O:26][CH3:27])=[CH:24][C:19]([C:20]([O:22][CH3:23])=[O:21])=[C:18]([F:28])[C:17]=1[C:29]#[CH:30], predict the reactants needed to synthesize it. The reactants are: NC1C=CC(C(OC)=O)=C(Cl)C=1C#C.[NH2:15][C:16]1[C:25]([O:26][CH3:27])=[CH:24][C:19]([C:20]([O:22][CH3:23])=[O:21])=[C:18]([F:28])[C:17]=1[C:29]#[C:30][Si](C)(C)C. (2) Given the product [O:21]=[S:18]1(=[O:22])[CH2:19][CH2:20][CH:15]([C:5]2[C:4]3[C:8](=[C:9]([C:12]([NH2:14])=[O:13])[C:10]([F:11])=[C:2]([C:23]4[CH:28]=[CH:27][CH:26]=[CH:25][CH:24]=4)[CH:3]=3)[NH:7][CH:6]=2)[CH2:16][CH2:17]1, predict the reactants needed to synthesize it. The reactants are: Br[CH:2]1[CH:10]([F:11])[C:9]([C:12]([NH2:14])=[O:13])=[C:8]2[C:4]([C:5]([CH:15]3[CH2:20][CH2:19][S:18](=[O:22])(=[O:21])[CH2:17][CH2:16]3)=[CH:6][NH:7]2)=[CH:3]1.[C:23]1(B(O)O)[CH:28]=[CH:27][CH:26]=[CH:25][CH:24]=1.C([O-])([O-])=O.[K+].[K+]. (3) Given the product [F:22][C:19]1[CH:18]=[CH:17][C:16]([C:10]2[C:9]([NH:8][OH:28])([C:23](=[N:25][O:26][CH3:27])[CH3:24])[C:13](=[O:14])[N:12]([CH3:15])[N:11]=2)=[CH:21][CH:20]=1, predict the reactants needed to synthesize it. The reactants are: C(OC([N:8]([O:28]C(OC(C)(C)C)=O)[C:9]1([C:23](=[N:25][O:26][CH3:27])[CH3:24])[C:13](=[O:14])[N:12]([CH3:15])[N:11]=[C:10]1[C:16]1[CH:21]=[CH:20][C:19]([F:22])=[CH:18][CH:17]=1)=O)(C)(C)C. (4) Given the product [NH2:8][C:6]1[CH:5]=[CH:4][N:3]=[C:2]([N:12]2[CH2:13][CH2:14][N:9]([C:15](=[O:17])[CH3:16])[CH2:10][CH2:11]2)[N:7]=1, predict the reactants needed to synthesize it. The reactants are: Cl[C:2]1[N:7]=[C:6]([NH2:8])[CH:5]=[CH:4][N:3]=1.[N:9]1([C:15](=[O:17])[CH3:16])[CH2:14][CH2:13][NH:12][CH2:11][CH2:10]1. (5) Given the product [CH3:14][C:12]1[CH:11]=[CH:10][C:9]2[C:5](=[O:4])[CH2:6][O:7][C:8]=2[CH:13]=1, predict the reactants needed to synthesize it. The reactants are: C([O:4][C:5]1[C:9]2[CH:10]=[CH:11][C:12]([CH3:14])=[CH:13][C:8]=2[O:7][CH:6]=1)(=O)C.